From a dataset of Reaction yield outcomes from USPTO patents with 853,638 reactions. Predict the reaction yield, written as a fraction of the theoretical maximum amount of product (1.0 means a 100% yield; for example, 0.34 means a 34% yield). (1) The reactants are [NH2:1][C:2]1[N:11]=[C:10]([NH:12][CH:13]2[CH2:18][CH2:17][CH2:16][CH2:15][CH2:14]2)[C:9]2[C:4](=[CH:5][CH:6]=[C:7](Br)[CH:8]=2)[N:3]=1.[C:20]([NH:23][C:24]1[CH:29]=[CH:28][C:27](B(O)O)=[CH:26][CH:25]=1)(=[O:22])[CH3:21]. No catalyst specified. The product is [NH2:1][C:2]1[N:11]=[C:10]([NH:12][CH:13]2[CH2:18][CH2:17][CH2:16][CH2:15][CH2:14]2)[C:9]2[C:4](=[CH:5][CH:6]=[C:7]([C:27]3[CH:28]=[CH:29][C:24]([NH:23][C:20](=[O:22])[CH3:21])=[CH:25][CH:26]=3)[CH:8]=2)[N:3]=1. The yield is 0.950. (2) The reactants are Cl[CH2:2][C:3]1[CH:13]=[CH:12][C:6]2[O:7][C:8]([F:11])([F:10])[O:9][C:5]=2[CH:4]=1.[C-:14]#[N:15].[Na+].O.C(OC)(C)(C)C. The catalyst is CS(C)=O. The product is [F:10][C:8]1([F:11])[O:7][C:6]2[CH:12]=[CH:13][C:3]([CH2:2][C:14]#[N:15])=[CH:4][C:5]=2[O:9]1. The yield is 0.950. (3) The reactants are [CH2:1]([N:9]1[CH:13]=[C:12]([C:14]2[C:22]3[C:17](=[N:18][CH:19]=[C:20]([C:23]4[CH:28]=[CH:27][C:26]([N:29]5[CH2:34][CH2:33][N:32](C(OC(C)(C)C)=O)[CH2:31][CH2:30]5)=[CH:25][CH:24]=4)[CH:21]=3)[N:16]([S:42]([C:45]3[CH:51]=[CH:50][C:48]([CH3:49])=[CH:47][CH:46]=3)(=[O:44])=[O:43])[CH:15]=2)[CH:11]=[N:10]1)[CH2:2][C:3]1[CH:8]=[CH:7][CH:6]=[CH:5][CH:4]=1. The catalyst is C(O)(C(F)(F)F)=O.C(Cl)Cl. The product is [CH2:1]([N:9]1[CH:13]=[C:12]([C:14]2[C:22]3[C:17](=[N:18][CH:19]=[C:20]([C:23]4[CH:24]=[CH:25][C:26]([N:29]5[CH2:30][CH2:31][NH:32][CH2:33][CH2:34]5)=[CH:27][CH:28]=4)[CH:21]=3)[N:16]([S:42]([C:45]3[CH:46]=[CH:47][C:48]([CH3:49])=[CH:50][CH:51]=3)(=[O:44])=[O:43])[CH:15]=2)[CH:11]=[N:10]1)[CH2:2][C:3]1[CH:4]=[CH:5][CH:6]=[CH:7][CH:8]=1. The yield is 0.862. (4) The reactants are O.[NH2:2][NH2:3].F[C:5]1[N:12]=[CH:11][CH:10]=[C:9]([I:13])[C:6]=1[CH:7]=O. The catalyst is CC(O)C. The product is [I:13][C:9]1[CH:10]=[CH:11][N:12]=[C:5]2[NH:2][N:3]=[CH:7][C:6]=12. The yield is 0.820. (5) The reactants are [C:1]([C:3]([C:6]1[CH:30]=[CH:29][C:9]([C:10]([NH:12][C:13]2[CH:18]=[C:17]([C:19]3[CH:24]=[CH:23][CH:22]=[CH:21][CH:20]=3)[N:16]3[N:25]=[C:26]([CH3:28])[CH:27]=[C:15]3[N:14]=2)=[O:11])=[CH:8][CH:7]=1)([CH3:5])[CH3:4])#[N:2].[H][H]. The catalyst is CO.[Ni]. The product is [NH2:2][CH2:1][C:3]([C:6]1[CH:7]=[CH:8][C:9]([C:10]([NH:12][C:13]2[CH:18]=[C:17]([C:19]3[CH:24]=[CH:23][CH:22]=[CH:21][CH:20]=3)[N:16]3[N:25]=[C:26]([CH3:28])[CH:27]=[C:15]3[N:14]=2)=[O:11])=[CH:29][CH:30]=1)([CH3:4])[CH3:5]. The yield is 0.590.